From a dataset of Catalyst prediction with 721,799 reactions and 888 catalyst types from USPTO. Predict which catalyst facilitates the given reaction. (1) Reactant: [N+:1]([C:4]1[CH:8]=[CH:7][N:6]([CH2:9][CH2:10][CH3:11])[N:5]=1)([O-])=O.CO.[H][H]. Product: [CH2:9]([N:6]1[CH:7]=[CH:8][C:4]([NH2:1])=[N:5]1)[CH2:10][CH3:11]. The catalyst class is: 78. (2) Reactant: Br[C:2]1[N:3]([CH3:10])[C:4]([N+:7]([O-:9])=[O:8])=[CH:5][N:6]=1.Cl.[Cl:12][C:13]1[C:17]([Cl:18])=[C:16]([CH3:19])[NH:15][C:14]=1[C:20]([NH:22][CH:23]1[CH2:28][CH2:27][NH:26][CH2:25][CH2:24]1)=[O:21].CCOC(C)=O. Product: [Cl:12][C:13]1[C:17]([Cl:18])=[C:16]([CH3:19])[NH:15][C:14]=1[C:20]([NH:22][CH:23]1[CH2:28][CH2:27][N:26]([C:2]2[N:3]([CH3:10])[C:4]([N+:7]([O-:9])=[O:8])=[CH:5][N:6]=2)[CH2:25][CH2:24]1)=[O:21]. The catalyst class is: 60. (3) Reactant: [C:1]([O:5][C:6](=[O:16])[N:7]([CH2:11][CH2:12][CH2:13][CH2:14][NH2:15])[CH2:8][CH2:9][F:10])([CH3:4])([CH3:3])[CH3:2].[Cl:17][C:18]1[CH:19]=[C:20]([CH3:26])[C:21]([CH:24]=O)=[N:22][CH:23]=1.C([O-])([O-])=O.[K+].[K+].[BH4-].[Na+].C([O-])(O)=O.[Na+]. Product: [C:1]([O:5][C:6](=[O:16])[N:7]([CH2:11][CH2:12][CH2:13][CH2:14][NH:15][CH2:24][C:21]1[C:20]([CH3:26])=[CH:19][C:18]([Cl:17])=[CH:23][N:22]=1)[CH2:8][CH2:9][F:10])([CH3:4])([CH3:2])[CH3:3]. The catalyst class is: 5. (4) Reactant: [Br:1][C:2]1[CH:3]=[CH:4][C:5]([O:10][CH2:11][CH2:12][CH2:13][CH2:14][CH2:15][CH2:16][CH3:17])=[C:6]([CH:9]=1)[CH2:7][OH:8].N1C=CN=C1.[C:23]([Si:27]([CH3:30])([CH3:29])Cl)([CH3:26])([CH3:25])[CH3:24].C(=O)([O-])O.[Na+]. Product: [Br:1][C:2]1[CH:3]=[CH:4][C:5]([O:10][CH2:11][CH2:12][CH2:13][CH2:14][CH2:15][CH2:16][CH3:17])=[C:6]([CH:9]=1)[CH2:7][O:8][Si:27]([C:23]([CH3:26])([CH3:25])[CH3:24])([CH3:30])[CH3:29]. The catalyst class is: 9.